The task is: Predict the reactants needed to synthesize the given product.. This data is from Full USPTO retrosynthesis dataset with 1.9M reactions from patents (1976-2016). (1) Given the product [CH:8]1([C:6](=[O:7])[CH2:5][C:14]#[N:15])[CH2:13][CH2:12][CH2:11][CH2:10][CH2:9]1, predict the reactants needed to synthesize it. The reactants are: C(OC(=O)[CH:5]([C:14]#[N:15])[C:6]([CH:8]1[CH2:13][CH2:12][CH2:11][CH2:10][CH2:9]1)=[O:7])C. (2) Given the product [Br:26][C:15]1[S:16][CH:17]=[CH:18][C:14]=1[C:2]1([OH:1])[CH2:6][CH2:5][N:4]([C:7]([O:9][C:10]([CH3:13])([CH3:11])[CH3:12])=[O:8])[CH2:3]1, predict the reactants needed to synthesize it. The reactants are: [OH:1][C:2]1([C:14]2[CH:18]=[CH:17][S:16][CH:15]=2)[CH2:6][CH2:5][N:4]([C:7]([O:9][C:10]([CH3:13])([CH3:12])[CH3:11])=[O:8])[CH2:3]1.C1C(=O)N([Br:26])C(=O)C1.[O-]S([O-])=O.[Na+].[Na+].O. (3) The reactants are: Cl.[CH2:2]([C:4]1[CH:24]=[CH:23][CH:22]=[CH:21][C:5]=1[CH2:6][N:7](C)[C:8]1[C:9]2[N:10]([N:16]=[C:17]([CH3:19])[N:18]=2)[CH:11]=[C:12]([CH2:14]Cl)[CH:13]=1)[CH3:3].[NH:25]1[CH:29]=[CH:28][N:27]=[CH:26]1.[CH2:30]1COCC1. Given the product [CH2:2]([C:4]1[CH:24]=[CH:23][CH:22]=[C:21]([CH3:30])[C:5]=1[CH2:6][NH:7][C:8]1[C:9]2[N:10]([N:16]=[C:17]([CH3:19])[N:18]=2)[CH:11]=[C:12]([CH2:14][N:25]2[CH:29]=[CH:28][N:27]=[CH:26]2)[CH:13]=1)[CH3:3], predict the reactants needed to synthesize it.